The task is: Predict the reactants needed to synthesize the given product.. This data is from Full USPTO retrosynthesis dataset with 1.9M reactions from patents (1976-2016). Given the product [C:1]([C:11]1[CH:34]=[CH:33][C:14]([CH2:15][N:16]([C:28](=[O:32])[C:29]([O-:31])=[O:30])[CH2:17][C:18]2[CH:23]=[CH:22][C:21]([C:24]([F:27])([F:26])[F:25])=[CH:20][CH:19]=2)=[CH:13][CH:12]=1)#[C:2][CH2:3][CH2:4][CH2:5][CH2:6][CH2:7][CH2:8][CH2:9][CH3:10].[Na+:36], predict the reactants needed to synthesize it. The reactants are: [C:1]([C:11]1[CH:34]=[CH:33][C:14]([CH2:15][N:16]([C:28](=[O:32])[C:29]([OH:31])=[O:30])[CH2:17][C:18]2[CH:23]=[CH:22][C:21]([C:24]([F:27])([F:26])[F:25])=[CH:20][CH:19]=2)=[CH:13][CH:12]=1)#[C:2][CH2:3][CH2:4][CH2:5][CH2:6][CH2:7][CH2:8][CH2:9][CH3:10].[OH-].[Na+:36].